This data is from Reaction yield outcomes from USPTO patents with 853,638 reactions. The task is: Predict the reaction yield, written as a fraction of the theoretical maximum amount of product (1.0 means a 100% yield; for example, 0.34 means a 34% yield). (1) The catalyst is CCOC(C)=O. The reactants are [NH:1]1[CH:5]=[C:4]([C:6]2[N:11]3[CH:12]=[CH:13][N:14]=[C:10]3[CH:9]=[C:8]([C:15]3[S:16][C:17]([CH3:20])=[N:18][N:19]=3)[N:7]=2)[CH:3]=[N:2]1.[CH:21]1([CH:24]=[CH:25][C:26]#[N:27])[CH2:23][CH2:22]1.CN(C=O)C.C1CCN2C(=NCCC2)CC1. The product is [CH:21]1([CH:24]([N:2]2[CH:3]=[C:4]([C:6]3[N:11]4[CH:12]=[CH:13][N:14]=[C:10]4[CH:9]=[C:8]([C:15]4[S:16][C:17]([CH3:20])=[N:18][N:19]=4)[N:7]=3)[CH:5]=[N:1]2)[CH2:25][C:26]#[N:27])[CH2:23][CH2:22]1. The yield is 0.310. (2) The catalyst is CCCCCC.C(OCC)(=O)C. The yield is 0.310. The reactants are ClCCl.[Cl:4][C:5]1[CH:6]=[C:7]([CH:12]2[C:16]([OH:17])=[C:15]([C:18]([CH3:20])=[O:19])[CH:14]([CH3:21])[S:13]2)[CH:8]=[CH:9][C:10]=1[Cl:11].S(Cl)(Cl)(=O)=O.O. The product is [Cl:4][C:5]1[CH:6]=[C:7]([C:12]2[S:13][C:14]([CH3:21])=[C:15]([C:18]([CH3:20])=[O:19])[C:16]=2[OH:17])[CH:8]=[CH:9][C:10]=1[Cl:11].